Dataset: Reaction yield outcomes from USPTO patents with 853,638 reactions. Task: Predict the reaction yield, written as a fraction of the theoretical maximum amount of product (1.0 means a 100% yield; for example, 0.34 means a 34% yield). (1) The reactants are [CH3:1][CH2:2][CH2:3][C:4]1[CH:5]=[C:6]([C:10]([NH2:12])=[S:11])[CH:7]=[CH:8][N:9]=1.[Br:13][C:14]1[CH:23]=[CH:22][C:17]([C:18](=O)[CH2:19]Br)=[CH:16][CH:15]=1. The catalyst is CCO. The product is [Br:13][C:14]1[CH:23]=[CH:22][C:17]([C:18]2[N:12]=[C:10]([C:6]3[CH:7]=[CH:8][N:9]=[C:4]([CH2:3][CH2:2][CH3:1])[CH:5]=3)[S:11][CH:19]=2)=[CH:16][CH:15]=1. The yield is 0.790. (2) The product is [CH3:13][O:12][C:11]1[CH:10]=[CH:9][C:8]2[NH:7][C:6](=[O:14])[C:5]3[S:15][CH:16]=[CH:17][C:4]=3[C:3]=2[C:2]=1[C:27]1[CH:26]=[C:25]2[C:21](=[CH:20][CH:19]=1)[CH2:22][CH:23]([NH:28][C:29](=[O:35])[O:30][C:31]([CH3:33])([CH3:32])[CH3:34])[CH2:24]2. The reactants are Br[C:2]1[C:3]2[C:4]3[CH:17]=[CH:16][S:15][C:5]=3[C:6](=[O:14])[NH:7][C:8]=2[CH:9]=[CH:10][C:11]=1[O:12][CH3:13].Br[C:19]1[CH:20]=[C:21]2[C:25](=[CH:26][CH:27]=1)[CH2:24][CH:23]([NH:28][C:29](=[O:35])[O:30][C:31]([CH3:34])([CH3:33])[CH3:32])[CH2:22]2. No catalyst specified. The yield is 0.150. (3) The reactants are [Se](=O)=[O:2].Br[CH2:5][C:6]([C:8]1[CH:9]=[C:10]([CH3:14])[CH:11]=[CH:12][CH:13]=1)=[O:7].[CH2:15]([OH:17])[CH3:16]. No catalyst specified. The product is [CH3:14][C:10]1[CH:9]=[C:8]([C:6](=[O:7])[C:5]([O:17][CH2:15][CH3:16])=[O:2])[CH:13]=[CH:12][CH:11]=1. The yield is 0.810.